Dataset: Catalyst prediction with 721,799 reactions and 888 catalyst types from USPTO. Task: Predict which catalyst facilitates the given reaction. Reactant: C([Li])CCC.Br[C:7]1[CH:12]=[CH:11][CH:10]=[CH:9][C:8]=1[S:13][CH:14]1[CH2:17][CH2:16][CH2:15]1.CN([CH:21]=[O:22])C.O. Product: [CH:14]1([S:13][C:8]2[CH:9]=[CH:10][CH:11]=[CH:12][C:7]=2[CH:21]=[O:22])[CH2:17][CH2:16][CH2:15]1. The catalyst class is: 1.